Dataset: Catalyst prediction with 721,799 reactions and 888 catalyst types from USPTO. Task: Predict which catalyst facilitates the given reaction. (1) Reactant: [H-].[Na+].[OH:3][C:4]1[C:13]2[C:8](=[CH:9][CH:10]=[CH:11][CH:12]=2)[C:7]([CH:14]=[O:15])=[CH:6][CH:5]=1.Br[CH2:17][C:18]1[CH:23]=[CH:22][C:21]([F:24])=[CH:20][CH:19]=1.Cl. Product: [F:24][C:21]1[CH:22]=[CH:23][C:18]([CH2:17][O:3][C:4]2[C:13]3[C:8](=[CH:9][CH:10]=[CH:11][CH:12]=3)[C:7]([CH:14]=[O:15])=[CH:6][CH:5]=2)=[CH:19][CH:20]=1. The catalyst class is: 9. (2) Reactant: [Cl:1][C:2]1[CH:8]=[C:7]([O:9][C:10]2[C:19]3[C:14](=[CH:15][C:16]([O:22][CH3:23])=[C:17]([O:20][CH3:21])[CH:18]=3)[N:13]=[CH:12][N:11]=2)[CH:6]=[CH:5][C:3]=1[NH2:4].Cl[C:25](Cl)([O:27][C:28](=[O:34])OC(Cl)(Cl)Cl)Cl.[C:36]1(CO)[CH:41]=[CH:40][CH:39]=[CH:38][CH:37]=1.C(=O)(O)[O-].[Na+]. Product: [Cl:1][C:2]1[CH:8]=[C:7]([O:9][C:10]2[C:19]3[C:14](=[CH:15][C:16]([O:22][CH3:23])=[C:17]([O:20][CH3:21])[CH:18]=3)[N:13]=[CH:12][N:11]=2)[CH:6]=[CH:5][C:3]=1[NH:4][C:28](=[O:34])[O:27][CH2:25][C:36]1[CH:41]=[CH:40][CH:39]=[CH:38][CH:37]=1. The catalyst class is: 208. (3) Reactant: [CH3:1][N:2]1[C:6]([C:7]2[CH:8]=[C:9]3[N:15]([CH2:16][C:17]4([F:25])[CH2:22][CH2:21][C:20]([F:24])([F:23])[CH2:19][CH2:18]4)[CH:14]=[CH:13][C:10]3=[N:11][CH:12]=2)=[C:5]([CH3:26])[N:4]=[N:3]1.[Br:27]N1C(=O)CCC1=O. Product: [Br:27][C:13]1[C:10]2=[N:11][CH:12]=[C:7]([C:6]3[N:2]([CH3:1])[N:3]=[N:4][C:5]=3[CH3:26])[CH:8]=[C:9]2[N:15]([CH2:16][C:17]2([F:25])[CH2:22][CH2:21][C:20]([F:23])([F:24])[CH2:19][CH2:18]2)[CH:14]=1. The catalyst class is: 9.